This data is from Full USPTO retrosynthesis dataset with 1.9M reactions from patents (1976-2016). The task is: Predict the reactants needed to synthesize the given product. (1) Given the product [C:16]([C:2]1[C:6]([Br:7])=[CH:5][S:4][CH:3]=1)(=[O:18])[CH3:17], predict the reactants needed to synthesize it. The reactants are: Br[C:2]1[C:6]([Br:7])=[CH:5][S:4][CH:3]=1.C([Li])CCC.CON(C)[C:16](=[O:18])[CH3:17]. (2) Given the product [Br:1][C:2]1[CH:7]=[CH:6][CH:5]=[CH:4][C:3]=1[C:8]1[O:9][C:10]2[CH:18]=[N:17][C:16]([S:23]([CH3:27])(=[O:25])=[O:22])=[N:15][C:11]=2[N:12]([CH3:14])[N:13]=1, predict the reactants needed to synthesize it. The reactants are: [Br:1][C:2]1[CH:7]=[CH:6][CH:5]=[CH:4][C:3]=1[C:8]1[O:9][C:10]2[CH:18]=[N:17][C:16](SC)=[N:15][C:11]=2[N:12]([CH3:14])[N:13]=1.O[O:22][S:23]([O-:25])=O.[K+].[C:27](OCC)(=O)C. (3) Given the product [Cl-:1].[Cl-:1].[CH3:5][C:6]1[C:18]([CH3:19])=[C:9]([CH3:10])[C:8]([Zr+2:4][CH:5]2[C:13]3[C:8](=[CH:9][CH:10]=[CH:11][CH:12]=3)[CH:7]=[CH:6]2)([CH3:13])[CH:7]=1, predict the reactants needed to synthesize it. The reactants are: [Cl-:1].[Cl-].[Cl-].[Zr+3:4].[CH-:5]1[C:13]2[C:8](=[CH:9][CH:10]=[CH:11][CH:12]=2)[CH:7]=[CH:6]1.[Li+].CCO[CH2:18][CH3:19]. (4) Given the product [Cl:32][C:33]1[CH:38]=[CH:37][C:36]([CH2:39][C:40]([O:42][CH3:43])=[O:41])=[C:35]([CH2:44][N:45]2[CH2:50][CH2:49][N:48]([C:59](=[O:60])[CH2:58][C:52]3[CH:57]=[CH:56][CH:55]=[CH:54][CH:53]=3)[C@@H:47]([CH3:51])[CH2:46]2)[CH:34]=1, predict the reactants needed to synthesize it. The reactants are: CN(C(ON1N=NC2C=CC=NC1=2)=[N+](C)C)C.F[P-](F)(F)(F)(F)F.OC(C(F)(F)F)=O.[Cl:32][C:33]1[CH:38]=[CH:37][C:36]([CH2:39][C:40]([O:42][CH3:43])=[O:41])=[C:35]([CH2:44][N:45]2[CH2:50][CH2:49][NH:48][C@@H:47]([CH3:51])[CH2:46]2)[CH:34]=1.[C:52]1([CH2:58][C:59](O)=[O:60])[CH:57]=[CH:56][CH:55]=[CH:54][CH:53]=1.CCN(C(C)C)C(C)C. (5) The reactants are: [CH3:1][O:2][C:3]1[CH:4]=[C:5]2[C:10](=[CH:11][C:12]=1[O:13][CH3:14])[N:9]=[CH:8][CH:7]=[C:6]2[O:15][C:16]1[CH:17]=[C:18]2[C:23](=[CH:24][CH:25]=1)[C:22]([C:26](Cl)=[O:27])=[CH:21][CH:20]=[CH:19]2.NC1[O:34][N:33]=[C:32](C)[CH:31]=1.C([N:38](CC)CC)C.Cl[CH2:44][CH2:45]Cl. Given the product [CH3:1][O:2][C:3]1[CH:4]=[C:5]2[C:10](=[CH:11][C:12]=1[O:13][CH3:14])[N:9]=[CH:8][CH:7]=[C:6]2[O:15][C:16]1[CH:17]=[C:18]2[C:23](=[CH:24][CH:25]=1)[C:22]([C:26]([NH:38][C:32]1[CH:31]=[C:44]([CH3:45])[O:34][N:33]=1)=[O:27])=[CH:21][CH:20]=[CH:19]2, predict the reactants needed to synthesize it. (6) Given the product [CH3:10][C:3]1[CH:4]=[C:5]([O:8][CH3:9])[CH:6]=[CH:7][C:2]=1[NH:11][C:12]1[CH:17]=[CH:16][CH:15]=[CH:14][CH:13]=1, predict the reactants needed to synthesize it. The reactants are: Br[C:2]1[CH:7]=[CH:6][C:5]([O:8][CH3:9])=[CH:4][C:3]=1[CH3:10].[NH2:11][C:12]1[CH:17]=[CH:16][CH:15]=[CH:14][CH:13]=1.[OH-].[K+].